From a dataset of Retrosynthesis with 50K atom-mapped reactions and 10 reaction types from USPTO. Predict the reactants needed to synthesize the given product. (1) Given the product OC1CC2CC1CN(Cc1ccccc1)C2, predict the reactants needed to synthesize it. The reactants are: CC(=O)OC1CC2CC1CN(Cc1ccccc1)C2. (2) The reactants are: CC(C)(C)CC(=O)c1cccc(O)c1.O=[N+]([O-])c1ccc(F)c(Cl)c1. Given the product CC(C)(C)CC(=O)c1cccc(Oc2ccc([N+](=O)[O-])cc2Cl)c1, predict the reactants needed to synthesize it. (3) The reactants are: CN.O=S(=O)(Cl)c1cc(Br)cc(C(F)(F)F)c1. Given the product CNS(=O)(=O)c1cc(Br)cc(C(F)(F)F)c1, predict the reactants needed to synthesize it. (4) Given the product Nc1cc(Cl)cc(CN2CCOCC2)c1N, predict the reactants needed to synthesize it. The reactants are: Nc1c(CN2CCOCC2)cc(Cl)cc1[N+](=O)[O-]. (5) Given the product COc1ccc(Cl)cc1S(=O)(=O)N1CCNc2ccc(C(=O)Nc3ccc(C(=O)O)cc3)cc21, predict the reactants needed to synthesize it. The reactants are: CCOC(=O)c1ccc(NC(=O)c2ccc3c(c2)N(S(=O)(=O)c2cc(Cl)ccc2OC)CCN3)cc1.